Dataset: NCI-60 drug combinations with 297,098 pairs across 59 cell lines. Task: Regression. Given two drug SMILES strings and cell line genomic features, predict the synergy score measuring deviation from expected non-interaction effect. (1) Drug 1: COC1=CC(=CC(=C1O)OC)C2C3C(COC3=O)C(C4=CC5=C(C=C24)OCO5)OC6C(C(C7C(O6)COC(O7)C8=CC=CS8)O)O. Drug 2: C1=NC2=C(N1)C(=S)N=CN2. Cell line: OVCAR-5. Synergy scores: CSS=14.1, Synergy_ZIP=-10.5, Synergy_Bliss=-7.73, Synergy_Loewe=-7.89, Synergy_HSA=-4.83. (2) Drug 1: C1=C(C(=O)NC(=O)N1)F. Drug 2: CCCCCOC(=O)NC1=NC(=O)N(C=C1F)C2C(C(C(O2)C)O)O. Cell line: SNB-75. Synergy scores: CSS=16.8, Synergy_ZIP=-7.05, Synergy_Bliss=-3.49, Synergy_Loewe=-10.4, Synergy_HSA=-2.54. (3) Synergy scores: CSS=7.86, Synergy_ZIP=-11.5, Synergy_Bliss=-16.2, Synergy_Loewe=-16.5, Synergy_HSA=-17.4. Drug 2: C1CCC(C(C1)N)N.C(=O)(C(=O)[O-])[O-].[Pt+4]. Drug 1: CCCCC(=O)OCC(=O)C1(CC(C2=C(C1)C(=C3C(=C2O)C(=O)C4=C(C3=O)C=CC=C4OC)O)OC5CC(C(C(O5)C)O)NC(=O)C(F)(F)F)O. Cell line: NCI-H322M.